This data is from Catalyst prediction with 721,799 reactions and 888 catalyst types from USPTO. The task is: Predict which catalyst facilitates the given reaction. (1) The catalyst class is: 59. Product: [F:1][C:2]1[CH:3]=[C:4]([CH:8]=[CH:9][C:10]=1[I:11])[C:5]([Cl:15])=[O:6]. Reactant: [F:1][C:2]1[CH:3]=[C:4]([CH:8]=[CH:9][C:10]=1[I:11])[C:5](O)=[O:6].C(Cl)(=O)C([Cl:15])=O. (2) Reactant: [Li+].CC([N-]C(C)C)C.[CH2:9]([O:16][CH2:17][CH2:18][CH:19]1[CH2:24][CH2:23][C:22](=[O:25])[CH2:21][CH2:20]1)[C:10]1[CH:15]=[CH:14][CH:13]=[CH:12][CH:11]=1.CN(P(N(C)C)(N(C)C)=O)C.C([C:39]([O:41][CH3:42])=[O:40])#N. Product: [CH3:42][O:41][C:39]([CH:23]1[CH2:24][CH:19]([CH2:18][CH2:17][O:16][CH2:9][C:10]2[CH:15]=[CH:14][CH:13]=[CH:12][CH:11]=2)[CH2:20][CH2:21][C:22]1=[O:25])=[O:40]. The catalyst class is: 1. (3) Reactant: [C:1](N1C=CN=C1)(N1C=CN=C1)=[O:2].[NH2:13][C:14]1[C:15]([CH2:27][CH3:28])=[N:16][N:17]([CH2:22][CH2:23][O:24][CH2:25][CH3:26])[C:18]=1[C:19]([NH2:21])=[O:20]. Product: [CH2:25]([O:24][CH2:23][CH2:22][N:17]1[C:18]2[C:19](=[O:20])[NH:21][C:1](=[O:2])[NH:13][C:14]=2[C:15]([CH2:27][CH3:28])=[N:16]1)[CH3:26]. The catalyst class is: 10.